Dataset: Full USPTO retrosynthesis dataset with 1.9M reactions from patents (1976-2016). Task: Predict the reactants needed to synthesize the given product. (1) Given the product [Cl:1][C:2]1[CH:3]=[CH:4][C:5]([C:28]([F:29])([F:30])[F:31])=[C:6]([CH:27]=1)[CH2:7][N:8]1[CH2:13][CH2:12][NH:11][C:10]2[N:14]=[CH:15][C:16]([C:18]3[CH:19]=[C:20]([C:21]([N:39]4[CH2:40][CH2:41][CH2:42][C@H:38]4[CH2:37][N:32]4[CH2:36][CH2:35][CH2:34][CH2:33]4)=[O:22])[CH:24]=[CH:25][CH:26]=3)=[CH:17][C:9]1=2, predict the reactants needed to synthesize it. The reactants are: [Cl:1][C:2]1[CH:3]=[CH:4][C:5]([C:28]([F:31])([F:30])[F:29])=[C:6]([CH:27]=1)[CH2:7][N:8]1[CH2:13][CH2:12][NH:11][C:10]2[N:14]=[CH:15][C:16]([C:18]3[CH:19]=[C:20]([CH:24]=[CH:25][CH:26]=3)[C:21](O)=[O:22])=[CH:17][C:9]1=2.[N:32]1([CH2:37][C@@H:38]2[CH2:42][CH2:41][CH2:40][NH:39]2)[CH2:36][CH2:35][CH2:34][CH2:33]1. (2) Given the product [C:26]([CH2:25][C:21]1[CH:20]=[C:19]([NH:18][C:17]([CH2:16][O:15][C:13]2[C:12]3[C:7](=[CH:8][C:9]([Cl:33])=[CH:10][C:11]=3[Cl:32])[CH:6]=[C:5]([C:3]([OH:4])=[O:2])[CH:14]=2)=[O:31])[CH:24]=[CH:23][CH:22]=1)([OH:28])=[O:27], predict the reactants needed to synthesize it. The reactants are: C[O:2][C:3]([C:5]1[CH:14]=[C:13]([O:15][CH2:16][C:17](=[O:31])[NH:18][C:19]2[CH:24]=[CH:23][CH:22]=[C:21]([CH2:25][C:26]([O:28]CC)=[O:27])[CH:20]=2)[C:12]2[C:7](=[CH:8][C:9]([Cl:33])=[CH:10][C:11]=2[Cl:32])[CH:6]=1)=[O:4].[Li+].[OH-].